Dataset: Full USPTO retrosynthesis dataset with 1.9M reactions from patents (1976-2016). Task: Predict the reactants needed to synthesize the given product. (1) Given the product [CH3:13][CH:14]([CH3:33])[CH:15]([C:27]1[CH:28]=[CH:29][CH:30]=[CH:31][CH:32]=1)[C:16]([NH:18][C@@H:19]1[C@@H:26]2[C@@H:22]([CH2:23][N:24]([CH2:35][CH2:34][CH2:39][C:4]3[CH:3]=[CH:10][CH:9]=[CH:8][C:5]=3[CH3:6])[CH2:25]2)[CH2:21][CH2:20]1)=[O:17], predict the reactants needed to synthesize it. The reactants are: FC(F)(F)[C:3]1[CH:4]=[C:5]([CH:8]=[CH:9][CH:10]=1)[CH:6]=O.[CH3:13][CH:14]([CH3:33])[CH:15]([C:27]1[CH:32]=[CH:31][CH:30]=[CH:29][CH:28]=1)[C:16]([NH:18][C@@H:19]1[C@@H:26]2[C@@H:22]([CH2:23][NH:24][CH2:25]2)[CH2:21][CH2:20]1)=[O:17].[CH:34]1(C(C2CCCCC2)C(N[C@@H]2[C@H]3[C@H](CNC3)CC2)=O)[CH2:39]CCC[CH2:35]1. (2) Given the product [Cl:4][C:5]1[CH:10]=[CH:9][CH:8]=[CH:7][C:6]=1[N:11]1[C:19]([O:20][CH2:2][CH3:3])=[C:18]2[C:13]([C:14]3([CH3:24])[C:21]([CH3:23])([CH3:22])[CH:17]2[CH2:16][CH2:15]3)=[N:12]1.[Cl:4][C:5]1[CH:10]=[CH:9][CH:8]=[CH:7][C:6]=1[N:11]1[C:19](=[O:20])[C:18]2[C@@H:17]3[C:21]([CH3:23])([CH3:22])[C@@:14]([CH3:24])([CH2:15][CH2:16]3)[C:13]=2[N:12]1[CH2:2][CH3:3], predict the reactants needed to synthesize it. The reactants are: I[CH2:2][CH3:3].[Cl:4][C:5]1[CH:10]=[CH:9][CH:8]=[CH:7][C:6]=1[N:11]1[C:19](=[O:20])[C:18]2[C@@H:17]3[C:21]([CH3:23])([CH3:22])[C@@:14]([CH3:24])([CH2:15][CH2:16]3)[C:13]=2[NH:12]1.C(=O)([O-])[O-].[K+].[K+]. (3) Given the product [C:19]1([S:16]([CH2:15][C:7]2[CH:8]=[CH:9][CH:10]=[C:5]([O:4][CH2:3][CH2:2][Cl:1])[C:6]=2[N+:11]([O-:13])=[O:12])(=[O:18])=[O:17])[CH:24]=[CH:23][CH:22]=[CH:21][CH:20]=1, predict the reactants needed to synthesize it. The reactants are: [Cl:1][CH2:2][CH2:3][O:4][C:5]1[CH:10]=[CH:9][CH:8]=[CH:7][C:6]=1[N+:11]([O-:13])=[O:12].Cl[CH2:15][S:16]([C:19]1[CH:24]=[CH:23][CH:22]=[CH:21][CH:20]=1)(=[O:18])=[O:17].CC(C)([O-])C.[K+].Cl. (4) Given the product [F:27][C:25]1[CH:26]=[C:21]([CH:22]=[C:23]([F:28])[CH:24]=1)[CH2:20][C@H:2]([NH:1][C:29](=[O:31])[CH3:30])[C@H:3]([OH:19])[CH2:4][NH:5][CH:6]1[C:15]2[C:10](=[CH:11][CH:12]=[C:13]([CH2:16][CH3:17])[CH:14]=2)[N:9]([CH3:18])[CH2:8][CH2:7]1, predict the reactants needed to synthesize it. The reactants are: [NH2:1][C@@H:2]([CH2:20][C:21]1[CH:26]=[C:25]([F:27])[CH:24]=[C:23]([F:28])[CH:22]=1)[C@H:3]([OH:19])[CH2:4][NH:5][CH:6]1[C:15]2[C:10](=[CH:11][CH:12]=[C:13]([CH2:16][CH3:17])[CH:14]=2)[N:9]([CH3:18])[CH2:8][CH2:7]1.[C:29](N1C=CN=C1)(=[O:31])[CH3:30]. (5) Given the product [NH2:7][C:8]1[CH:9]=[CH:10][C:11]([CH2:14][C:15]2[NH:23][C:22]3[C:21](=[O:24])[N:20]([CH2:25][C:26]4[CH:31]=[CH:30][CH:29]=[CH:28][CH:27]=4)[C:19](=[O:32])[N:18]([CH2:33][CH2:34][CH2:35][CH3:36])[C:17]=3[N:16]=2)=[CH:12][CH:13]=1, predict the reactants needed to synthesize it. The reactants are: C(OC(=O)[NH:7][C:8]1[CH:13]=[CH:12][C:11]([CH2:14][C:15]2[NH:23][C:22]3[C:21](=[O:24])[N:20]([CH2:25][C:26]4[CH:31]=[CH:30][CH:29]=[CH:28][CH:27]=4)[C:19](=[O:32])[N:18]([CH2:33][CH2:34][CH2:35][CH3:36])[C:17]=3[N:16]=2)=[CH:10][CH:9]=1)(C)(C)C.Cl.O.C(=O)(O)[O-].[Na+]. (6) Given the product [Cl:1][C:2]1[CH:11]=[C:10]2[C:5]([C:6]([N:12]3[CH2:17][CH2:16][N:15]([C:36](=[O:39])[CH:37]=[CH2:38])[CH:14]([CH2:18][N:19]([CH3:21])[CH3:20])[CH2:13]3)=[N:7][CH:8]=[N:9]2)=[CH:4][C:3]=1[C:22]1[CH:27]=[CH:26][C:25]([Cl:28])=[CH:24][CH:23]=1, predict the reactants needed to synthesize it. The reactants are: [Cl:1][C:2]1[CH:11]=[C:10]2[C:5]([C:6]([N:12]3[CH2:17][CH2:16][NH:15][CH:14]([CH2:18][N:19]([CH3:21])[CH3:20])[CH2:13]3)=[N:7][CH:8]=[N:9]2)=[CH:4][C:3]=1[C:22]1[CH:27]=[CH:26][C:25]([Cl:28])=[CH:24][CH:23]=1.CCN(CC)CC.[C:36](Cl)(=[O:39])[CH:37]=[CH2:38]. (7) Given the product [P:13]([O:12][CH2:11][C@H:9]1[O:10][C@@H:6]([N:5]2[C:4]3[N:18]=[C:19]([NH2:23])[NH:20][C:21](=[O:22])[C:3]=3[N:2]=[CH:1]2)[C@H:7]([OH:17])[C@@H:8]1[OH:15])([O:26][P:24]([OH:36])([OH:27])=[O:25])(=[O:14])[OH:16].[P:24]([O:36][CH2:37][C@H:38]1[O:42][C@@H:41]([N:43]2[C:52]3[N:51]=[CH:50][N:49]=[C:47]([NH2:48])[C:46]=3[N:45]=[CH:44]2)[C@H:40]([OH:53])[C@@H:39]1[OH:54])([O:27][P:28]([OH:30])([OH:31])=[O:29])(=[O:25])[OH:26], predict the reactants needed to synthesize it. The reactants are: [CH:1]1[N:5]([C@@H:6]2[O:10][C@@H:9]3[CH2:11][O:12][P:13]([OH:16])([O:15][C@H:8]3[C@H:7]2[OH:17])=[O:14])[C:4]2[NH:18][C:19]([NH2:23])=[N:20][C:21](=[O:22])[C:3]=2[N:2]=1.[P:24]([O:36][CH2:37][C@H:38]1[O:42][C@@H:41]([N:43]2[C:52]3[N:51]=[CH:50][N:49]=[C:47]([NH2:48])[C:46]=3[N:45]=[CH:44]2)[C@H:40]([OH:53])[C@@H:39]1[OH:54])([O:27][P:28]([O:31]P(O)(O)=O)([OH:30])=[O:29])(=[O:26])[OH:25].P(O)(O)(O)=O.N1C(=O)C2NC=NC=2N=C1N.